From a dataset of Full USPTO retrosynthesis dataset with 1.9M reactions from patents (1976-2016). Predict the reactants needed to synthesize the given product. (1) Given the product [NH2:7][C:8]1[S:9][C:10]([CH2:13][CH2:14][NH:15][C:16]2[C:17]3[S:24][CH:23]=[CH:22][C:18]=3[N:19]=[CH:20][N:21]=2)=[CH:11][N:12]=1, predict the reactants needed to synthesize it. The reactants are: C(OC(=O)[NH:7][C:8]1[S:9][C:10]([CH2:13][CH2:14][NH:15][C:16]2[C:17]3[S:24][CH:23]=[CH:22][C:18]=3[N:19]=[CH:20][N:21]=2)=[CH:11][N:12]=1)(C)(C)C.Cl. (2) Given the product [CH3:1][C:2]1[C:3]([C:19]2[CH:24]=[CH:23][CH:22]=[C:21]([C:25]([F:28])([F:26])[F:27])[CH:20]=2)=[N:4][C:5]2[C:10]([C:11]=1[C:12]([O:14][CH3:29])=[O:13])=[CH:9][C:8]([S:15]([CH3:18])(=[O:16])=[O:17])=[CH:7][CH:6]=2, predict the reactants needed to synthesize it. The reactants are: [CH3:1][C:2]1[C:3]([C:19]2[CH:24]=[CH:23][CH:22]=[C:21]([C:25]([F:28])([F:27])[F:26])[CH:20]=2)=[N:4][C:5]2[C:10]([C:11]=1[C:12]([OH:14])=[O:13])=[CH:9][C:8]([S:15]([CH3:18])(=[O:17])=[O:16])=[CH:7][CH:6]=2.[C:29](Cl)(=O)C(Cl)=O.CN(C)C=O. (3) Given the product [S:1]1[C:5]2[CH:6]=[CH:7][CH:8]=[CH:9][C:4]=2[N:3]=[C:2]1[N:10]1[C:14](=[O:15])[C:13](=[CH:25][N:26]([CH3:28])[CH3:27])[C:12]([C:16]2[CH:21]=[CH:20][CH:19]=[C:18]([Br:22])[CH:17]=2)=[N:11]1, predict the reactants needed to synthesize it. The reactants are: [S:1]1[C:5]2[CH:6]=[CH:7][CH:8]=[CH:9][C:4]=2[N:3]=[C:2]1[N:10]1[C:14](=[O:15])[CH:13]=[C:12]([C:16]2[CH:21]=[CH:20][CH:19]=[C:18]([Br:22])[CH:17]=2)[NH:11]1.CO[CH:25](OC)[N:26]([CH3:28])[CH3:27].C(OCC)C. (4) Given the product [F:1][C:2]1[CH:3]=[CH:4][C:5]([CH2:6][O:7][CH2:8][C:9]([NH:11][CH2:12]/[CH:13]=[CH:14]\[C:15]2[CH:20]=[CH:19][C:18]([S:21](=[O:35])(=[O:36])[NH:22][C:23]3[CH:28]=[C:27]([O:29][CH3:30])[C:26]([O:31][CH3:32])=[C:25]([O:33][CH3:34])[CH:24]=3)=[CH:17][CH:16]=2)=[O:10])=[CH:37][CH:38]=1, predict the reactants needed to synthesize it. The reactants are: [F:1][C:2]1[CH:38]=[CH:37][C:5]([CH2:6][O:7][CH2:8][C:9]([NH:11][CH2:12][C:13]#[C:14][C:15]2[CH:20]=[CH:19][C:18]([S:21](=[O:36])(=[O:35])[NH:22][C:23]3[CH:28]=[C:27]([O:29][CH3:30])[C:26]([O:31][CH3:32])=[C:25]([O:33][CH3:34])[CH:24]=3)=[CH:17][CH:16]=2)=[O:10])=[CH:4][CH:3]=1. (5) Given the product [N:28]1[CH:29]=[CH:30][CH:31]=[CH:32][C:27]=1[C:25]1[N:18]=[C:16]([CH2:15][C:12]2[CH:13]=[CH:14][C:7]3[S:6][C:5]4[N:4]=[CH:3][CH:2]=[N:1][C:10]=4[NH:9][C:8]=3[CH:11]=2)[S:17][CH:24]=1, predict the reactants needed to synthesize it. The reactants are: [N:1]1[C:10]2[NH:9][C:8]3[CH:11]=[C:12]([CH2:15][C:16]([NH2:18])=[S:17])[CH:13]=[CH:14][C:7]=3[S:6][C:5]=2[N:4]=[CH:3][CH:2]=1.C(O)C.Br.Br[CH2:24][C:25]([C:27]1[CH:32]=[CH:31][CH:30]=[CH:29][N:28]=1)=O.C(=O)(O)[O-].[Na+]. (6) The reactants are: [NH2:1][CH2:2][C:3]1[CH:4]=[C:5]([NH:14][C:15](=[O:19])OCC)[CH:6]=[CH:7][C:8]=1[S:9]([CH2:12][CH3:13])(=[O:11])=[O:10].[C:20](Cl)(=O)[CH2:21][CH2:22][CH3:23].NC1C=CC(S(CC)(=O)=O)=C(C=1)C#N. Given the product [NH2:1][CH2:2][C:3]1[CH:4]=[C:5]([NH:14][C:15](=[O:19])[CH2:20][CH2:21][CH2:22][CH3:23])[CH:6]=[CH:7][C:8]=1[S:9]([CH2:12][CH3:13])(=[O:10])=[O:11], predict the reactants needed to synthesize it. (7) Given the product [N:36]([CH2:6][C:7]1([CH2:27][O:28][CH2:29][C:30]2[CH:31]=[CH:32][CH:33]=[CH:34][CH:35]=2)[CH2:26][CH2:25][CH2:24][C:9]2([O:13][C:12](=[O:14])[N:11]([CH2:15][C:16]3[CH:17]=[CH:18][C:19]([O:22][CH3:23])=[CH:20][CH:21]=3)[CH2:10]2)[CH2:8]1)=[N+:37]=[N-:38], predict the reactants needed to synthesize it. The reactants are: CS(O[CH2:6][C:7]1([CH2:27][O:28][CH2:29][C:30]2[CH:35]=[CH:34][CH:33]=[CH:32][CH:31]=2)[CH2:26][CH2:25][CH2:24][C:9]2([O:13][C:12](=[O:14])[N:11]([CH2:15][C:16]3[CH:21]=[CH:20][C:19]([O:22][CH3:23])=[CH:18][CH:17]=3)[CH2:10]2)[CH2:8]1)(=O)=O.[N-:36]=[N+:37]=[N-:38].[Na+].CCOCC. (8) The reactants are: [Br:1][C:2]1[C:3]2[N:4]([N:8]=[C:9]([NH2:11])[N:10]=2)[CH:5]=[CH:6][CH:7]=1.[C:12](=[O:15])([O-])[O-:13].[Cs+].[Cs+].[C:18]1(P([C:18]2[CH:23]=[CH:22][CH:21]=[CH:20][CH:19]=2)[C:18]2[C:23]3O[C:23]4[C:18](=[CH:19][CH:20]=[CH:21][C:22]=4P([C:18]4[CH:23]=[CH:22][CH:21]=[CH:20][CH:19]=4)[C:18]4[CH:23]=[CH:22][CH:21]=[CH:20][CH:19]=4)C(C)(C)[C:22]=3[CH:21]=[CH:20][CH:19]=2)[CH:23]=[CH:22][CH:21]=[CH:20][CH:19]=1.O1CCOC[CH2:61]1. Given the product [Br:1][C:2]1[C:3]2[N:4]([N:8]=[C:9]([NH:11][C:18]3[CH:23]=[CH:22][C:21]([C:12]([O:13][CH3:61])=[O:15])=[CH:20][CH:19]=3)[N:10]=2)[CH:5]=[CH:6][CH:7]=1, predict the reactants needed to synthesize it. (9) Given the product [CH3:16][C:17]1([CH3:24])[CH2:22][N:21]2[C:9](=[O:11])[CH:8]=[C:7]([C:4]3[CH:5]=[CH:6][N:1]=[CH:2][N:3]=3)[N:23]=[C:20]2[NH:19][CH2:18]1, predict the reactants needed to synthesize it. The reactants are: [N:1]1[CH:6]=[CH:5][C:4]([C:7](=O)[CH2:8][C:9]([O:11]CC)=O)=[N:3][CH:2]=1.Cl.[CH3:16][C:17]1([CH3:24])[CH2:22][NH:21][C:20]([NH2:23])=[N:19][CH2:18]1.C(=O)([O-])[O-].[K+].[K+]. (10) Given the product [S:31]1[CH:35]=[CH:34][C:33]([C:36]2[C:44]3[O:43][CH:42]([CH2:45][NH2:46])[CH2:41][C:40]=3[CH:39]=[CH:38][CH:37]=2)=[CH:32]1, predict the reactants needed to synthesize it. The reactants are: CC1C=CC(S(OCC2CC3C=CC=C(C4C=CSC=4)C=3O2)(=O)=O)=CC=1.[N-]=[N+]=[N-].[Na+].[S:31]1[CH:35]=[CH:34][C:33]([C:36]2[C:44]3[O:43][CH:42]([CH2:45][N:46]=[N+]=[N-])[CH2:41][C:40]=3[CH:39]=[CH:38][CH:37]=2)=[CH:32]1.[N-]=[N+]=[N-].